Regression/Classification. Given a drug SMILES string, predict its absorption, distribution, metabolism, or excretion properties. Task type varies by dataset: regression for continuous measurements (e.g., permeability, clearance, half-life) or binary classification for categorical outcomes (e.g., BBB penetration, CYP inhibition). Dataset: cyp2c9_substrate_carbonmangels. From a dataset of CYP2C9 substrate classification data from Carbon-Mangels et al.. (1) The drug is CC[C@H]1OC(=O)[C@H](C)[C@@H](O[C@H]2C[C@@](C)(OC)[C@@H](O)[C@H](C)O2)[C@H](C)[C@@H](O[C@@H]2O[C@H](C)C[C@H](N(C)C)[C@H]2O)[C@](C)(O)C[C@@H](C)CN(C)[C@H](C)[C@@H](O)[C@]1(C)O. The result is 0 (non-substrate). (2) The molecule is Cc1ncsc1CCCl. The result is 0 (non-substrate). (3) The result is 0 (non-substrate). The drug is COC(=O)C1=C(C)NC(C)=C(C(=O)OCC(C)C)[C@H]1c1ccccc1[N+](=O)[O-]. (4) The drug is NC(=O)N1c2ccccc2C=Cc2ccccc21. The result is 1 (substrate). (5) The compound is CN1[C@H]2CCC[C@@H]1CC(NC(=O)c1nn(C)c3ccccc13)C2. The result is 0 (non-substrate). (6) The molecule is CCCCOC(=O)C(=O)Nc1cccc(-c2nnn[nH]2)c1. The result is 0 (non-substrate).